From a dataset of Forward reaction prediction with 1.9M reactions from USPTO patents (1976-2016). Predict the product of the given reaction. Given the reactants C([O:3][C:4](=[O:33])[C:5]([C:8]1[CH:9]=[C:10]([C:16]2[CH:21]=[CH:20][C:19]([C:22]([F:25])([F:24])[F:23])=[CH:18][C:17]=2[CH2:26][N:27]([C:30](=[O:32])[CH3:31])[CH2:28][CH3:29])[C:11]([O:14][CH3:15])=[CH:12][CH:13]=1)([CH3:7])[CH3:6])C.[OH-].[Na+].C(Cl)Cl.Cl, predict the reaction product. The product is: [C:30]([N:27]([CH2:26][C:17]1[CH:18]=[C:19]([C:22]([F:23])([F:25])[F:24])[CH:20]=[CH:21][C:16]=1[C:10]1[C:11]([O:14][CH3:15])=[CH:12][CH:13]=[C:8]([C:5]([CH3:6])([CH3:7])[C:4]([OH:33])=[O:3])[CH:9]=1)[CH2:28][CH3:29])(=[O:32])[CH3:31].